From a dataset of Full USPTO retrosynthesis dataset with 1.9M reactions from patents (1976-2016). Predict the reactants needed to synthesize the given product. Given the product [C:2]([C:4]1[CH:5]=[CH:6][C:7]([C:10]2[C:31]([CH2:32][CH2:33][CH2:34][N:35]3[CH2:40][CH2:39][CH2:38][CH2:37][CH2:36]3)=[C:13]3[CH:14]=[C:15]([C:18]([N:20]([CH2:21][CH2:22][CH:23]([CH3:25])[CH3:24])[CH2:26][CH2:27][CH:28]([CH3:30])[CH3:29])=[O:19])[CH:16]=[CH:17][N:12]3[N:11]=2)=[CH:8][CH:9]=1)(=[O:1])[CH3:3], predict the reactants needed to synthesize it. The reactants are: [OH:1][CH:2]([C:4]1[CH:9]=[CH:8][C:7]([C:10]2[C:31]([CH2:32][CH2:33][CH2:34][N:35]3[CH2:40][CH2:39][CH2:38][CH2:37][CH2:36]3)=[C:13]3[CH:14]=[C:15]([C:18]([N:20]([CH2:26][CH2:27][CH:28]([CH3:30])[CH3:29])[CH2:21][CH2:22][CH:23]([CH3:25])[CH3:24])=[O:19])[CH:16]=[CH:17][N:12]3[N:11]=2)=[CH:6][CH:5]=1)[CH3:3].